Dataset: Catalyst prediction with 721,799 reactions and 888 catalyst types from USPTO. Task: Predict which catalyst facilitates the given reaction. (1) The catalyst class is: 5. Reactant: C([O:3][C:4](=O)[C:5]([F:13])([F:12])[C:6]1[CH:11]=[CH:10][CH:9]=[CH:8][CH:7]=1)C.[NH3:15]. Product: [F:12][C:5]([F:13])([C:6]1[CH:11]=[CH:10][CH:9]=[CH:8][CH:7]=1)[C:4]([NH2:15])=[O:3]. (2) Reactant: [OH-].[Na+].Cl[CH2:4][CH2:5][CH2:6][C:7]([NH:9][C:10]1[CH:15]=[C:14]([C:16]2[CH:17]=[CH:18][C:19]3[O:23][C:22]([C:28]4[CH:33]=[C:32]([Cl:34])[CH:31]=[C:30]([Cl:35])[CH:29]=4)([C:24]([F:27])([F:26])[F:25])[CH2:21][C:20]=3[CH:36]=2)[CH:13]=[CH:12][C:11]=1[C:37]#[N:38])=[O:8].O. Product: [Cl:34][C:32]1[CH:33]=[C:28]([C:22]2([C:24]([F:27])([F:26])[F:25])[CH2:21][C:20]3[CH:36]=[C:16]([C:14]4[CH:13]=[CH:12][C:11]([C:37]#[N:38])=[C:10]([N:9]5[CH2:4][CH2:5][CH2:6][C:7]5=[O:8])[CH:15]=4)[CH:17]=[CH:18][C:19]=3[O:23]2)[CH:29]=[C:30]([Cl:35])[CH:31]=1. The catalyst class is: 23.